Task: Regression. Given two drug SMILES strings and cell line genomic features, predict the synergy score measuring deviation from expected non-interaction effect.. Dataset: NCI-60 drug combinations with 297,098 pairs across 59 cell lines (1) Drug 1: COC1=C(C=C2C(=C1)N=CN=C2NC3=CC(=C(C=C3)F)Cl)OCCCN4CCOCC4. Drug 2: C(CC(=O)O)C(=O)CN.Cl. Cell line: NCI-H226. Synergy scores: CSS=29.8, Synergy_ZIP=1.36, Synergy_Bliss=4.67, Synergy_Loewe=-22.1, Synergy_HSA=6.38. (2) Drug 1: CS(=O)(=O)C1=CC(=C(C=C1)C(=O)NC2=CC(=C(C=C2)Cl)C3=CC=CC=N3)Cl. Drug 2: C1CCC(C1)C(CC#N)N2C=C(C=N2)C3=C4C=CNC4=NC=N3. Cell line: SK-OV-3. Synergy scores: CSS=7.87, Synergy_ZIP=-1.64, Synergy_Bliss=2.94, Synergy_Loewe=0.710, Synergy_HSA=2.42. (3) Drug 1: CC12CCC3C(C1CCC2=O)CC(=C)C4=CC(=O)C=CC34C. Drug 2: C(CN)CNCCSP(=O)(O)O. Cell line: SK-MEL-5. Synergy scores: CSS=3.62, Synergy_ZIP=-10.9, Synergy_Bliss=-19.0, Synergy_Loewe=-35.0, Synergy_HSA=-20.6. (4) Drug 1: C1=C(C(=O)NC(=O)N1)F. Drug 2: CS(=O)(=O)CCNCC1=CC=C(O1)C2=CC3=C(C=C2)N=CN=C3NC4=CC(=C(C=C4)OCC5=CC(=CC=C5)F)Cl. Cell line: UO-31. Synergy scores: CSS=25.9, Synergy_ZIP=-5.52, Synergy_Bliss=-7.39, Synergy_Loewe=-4.68, Synergy_HSA=-4.00.